This data is from Buchwald-Hartwig C-N cross coupling reaction yields with 55,370 reactions. The task is: Predict the reaction yield, written as a fraction of the theoretical maximum amount of product (1.0 means a 100% yield; for example, 0.34 means a 34% yield). (1) The reactants are COc1ccc(I)cc1.Cc1ccc(N)cc1.O=S(=O)(O[Pd]1c2ccccc2-c2ccccc2N~1)C(F)(F)F.CC(C)c1cc(C(C)C)c(-c2ccccc2P(C2CCCCC2)C2CCCCC2)c(C(C)C)c1.CN(C)C(=NC(C)(C)C)N(C)C.c1ccc(-c2ccon2)cc1. No catalyst specified. The product is COc1ccc(Nc2ccc(C)cc2)cc1. The yield is 0.284. (2) The reactants are Ic1ccccn1.Cc1ccc(N)cc1.O=S(=O)(O[Pd]1c2ccccc2-c2ccccc2N~1)C(F)(F)F.COc1ccc(OC)c(P([C@]23C[C@H]4C[C@H](C[C@H](C4)C2)C3)[C@]23C[C@H]4C[C@H](C[C@H](C4)C2)C3)c1-c1c(C(C)C)cc(C(C)C)cc1C(C)C.CN1CCCN2CCCN=C12.c1ccc2oncc2c1. No catalyst specified. The product is Cc1ccc(Nc2ccccn2)cc1. The yield is 0.808. (3) The reactants are Brc1ccccn1.Cc1ccc(N)cc1.O=S(=O)(O[Pd]1c2ccccc2-c2ccccc2N~1)C(F)(F)F.COc1ccc(OC)c(P([C@]23C[C@H]4C[C@H](C[C@H](C4)C2)C3)[C@]23C[C@H]4C[C@H](C[C@H](C4)C2)C3)c1-c1c(C(C)C)cc(C(C)C)cc1C(C)C.CN1CCCN2CCCN=C12.c1ccc(-c2ccon2)cc1. No catalyst specified. The product is Cc1ccc(Nc2ccccn2)cc1. The yield is 0.929. (4) The reactants are COc1ccc(I)cc1.Cc1ccc(N)cc1.O=S(=O)(O[Pd]1c2ccccc2-c2ccccc2N~1)C(F)(F)F.COc1ccc(OC)c(P([C@]23C[C@H]4C[C@H](C[C@H](C4)C2)C3)[C@]23C[C@H]4C[C@H](C[C@H](C4)C2)C3)c1-c1c(C(C)C)cc(C(C)C)cc1C(C)C.CCN=P(N=P(N(C)C)(N(C)C)N(C)C)(N(C)C)N(C)C.c1ccc(-c2ccno2)cc1. No catalyst specified. The product is COc1ccc(Nc2ccc(C)cc2)cc1. The yield is 0.169. (5) The reactants are FC(F)(F)c1ccc(Cl)cc1.Cc1ccc(N)cc1.O=S(=O)(O[Pd]1c2ccccc2-c2ccccc2N~1)C(F)(F)F.COc1ccc(OC)c(P([C@]23C[C@H]4C[C@H](C[C@H](C4)C2)C3)[C@]23C[C@H]4C[C@H](C[C@H](C4)C2)C3)c1-c1c(C(C)C)cc(C(C)C)cc1C(C)C.CN1CCCN2CCCN=C12.c1ccc(-c2cnoc2)cc1. No catalyst specified. The product is Cc1ccc(Nc2ccc(C(F)(F)F)cc2)cc1. The yield is 0.206. (6) The reactants are COc1ccc(Cl)cc1.Cc1ccc(N)cc1.O=S(=O)(O[Pd]1c2ccccc2-c2ccccc2N~1)C(F)(F)F.COc1ccc(OC)c(P([C@]23C[C@H]4C[C@H](C[C@H](C4)C2)C3)[C@]23C[C@H]4C[C@H](C[C@H](C4)C2)C3)c1-c1c(C(C)C)cc(C(C)C)cc1C(C)C.CN1CCCN2CCCN=C12.COC(=O)c1cc(-c2cccs2)on1. No catalyst specified. The product is COc1ccc(Nc2ccc(C)cc2)cc1. The yield is 0. (7) The reactants are CCc1ccc(Cl)cc1.Cc1ccc(N)cc1.O=S(=O)(O[Pd]1c2ccccc2-c2ccccc2N~1)C(F)(F)F.COc1ccc(OC)c(P(C(C)(C)C)C(C)(C)C)c1-c1c(C(C)C)cc(C(C)C)cc1C(C)C.CN(C)C(=NC(C)(C)C)N(C)C.COC(=O)c1cc(-c2cccs2)on1. No catalyst specified. The product is CCc1ccc(Nc2ccc(C)cc2)cc1. The yield is 0.0413.